Predict the reaction yield, written as a fraction of the theoretical maximum amount of product (1.0 means a 100% yield; for example, 0.34 means a 34% yield). From a dataset of Reaction yield outcomes from USPTO patents with 853,638 reactions. (1) The reactants are C([Mg]Cl)(C)C.Br[C:7]1[O:8][C:9]2[CH:15]=[CH:14][C:13]([CH2:16][C:17]([O:19][CH3:20])=[O:18])=[CH:12][C:10]=2[CH:11]=1.[CH:21](=[O:28])[C:22]1[CH:27]=[CH:26][N:25]=[CH:24][CH:23]=1.[NH4+].[Cl-]. The catalyst is C1COCC1. The product is [OH:28][CH:21]([C:22]1[CH:27]=[CH:26][N:25]=[CH:24][CH:23]=1)[C:7]1[O:8][C:9]2[CH:15]=[CH:14][C:13]([CH2:16][C:17]([O:19][CH3:20])=[O:18])=[CH:12][C:10]=2[CH:11]=1. The yield is 0.483. (2) The product is [CH2:1]([C:5]1[N:10]=[C:9]([CH3:11])[N:8]([C:12]2[CH:13]=[C:14]3[C:18](=[CH:19][CH:20]=2)[CH2:17][CH2:16][CH:15]3[OH:21])[C:7](=[O:29])[C:6]=1[CH2:30][C:31]1[CH:36]=[CH:35][C:34]([C:37]2[CH:42]=[CH:41][CH:40]=[CH:39][C:38]=2[C:43]2[NH:47][C:46](=[O:48])[O:45][N:44]=2)=[CH:33][CH:32]=1)[CH2:2][CH2:3][CH3:4]. The reactants are [CH2:1]([C:5]1[N:10]=[C:9]([CH3:11])[N:8]([C:12]2[CH:13]=[C:14]3[C:18](=[CH:19][CH:20]=2)[CH2:17][CH2:16][CH:15]3[O:21][Si](C(C)(C)C)(C)C)[C:7](=[O:29])[C:6]=1[CH2:30][C:31]1[CH:36]=[CH:35][C:34]([C:37]2[CH:42]=[CH:41][CH:40]=[CH:39][C:38]=2[C:43]2[NH:47][C:46](=[O:48])[O:45][N:44]=2)=[CH:33][CH:32]=1)[CH2:2][CH2:3][CH3:4].[F-].C([N+](CCCC)(CCCC)CCCC)CCC.C(OCC)(=O)C.O. The catalyst is O1CCCC1. The yield is 0.590. (3) The reactants are [NH:1]([C:5]1[CH:9]=[CH:8][O:7][C:6]=1[C:10]([O:12]CC)=O)[C:2]([NH2:4])=[O:3].[OH-].[Na+].Cl. The catalyst is CO. The product is [N:1]1[C:5]2[CH:9]=[CH:8][O:7][C:6]=2[C:10]([OH:12])=[N:4][C:2]=1[OH:3]. The yield is 0.910.